Dataset: Peptide-MHC class II binding affinity with 134,281 pairs from IEDB. Task: Regression. Given a peptide amino acid sequence and an MHC pseudo amino acid sequence, predict their binding affinity value. This is MHC class II binding data. (1) The peptide sequence is ARIMLDNINMPNGLIAQF. The MHC is DRB1_0401 with pseudo-sequence DRB1_0401. The binding affinity (normalized) is 0.431. (2) The peptide sequence is LKALTTKHPSLNIIT. The MHC is H-2-IAb with pseudo-sequence H-2-IAb. The binding affinity (normalized) is 0.313. (3) The peptide sequence is EGGNIYTKKEAFNVE. The MHC is DRB1_0701 with pseudo-sequence DRB1_0701. The binding affinity (normalized) is 0.404. (4) The peptide sequence is SLQYLALVALVAPKK. The MHC is HLA-DQA10201-DQB10202 with pseudo-sequence HLA-DQA10201-DQB10202. The binding affinity (normalized) is 0.157. (5) The peptide sequence is KLPKPPKPVSKMRMATPLL. The MHC is DRB1_0405 with pseudo-sequence DRB1_0405. The binding affinity (normalized) is 0.408. (6) The peptide sequence is YDKFLANVSVVLTGK. The MHC is DRB1_1101 with pseudo-sequence DRB1_1101. The binding affinity (normalized) is 0.374. (7) The peptide sequence is AFQVAATAANAAPAN. The MHC is DRB1_0401 with pseudo-sequence DRB1_0401. The binding affinity (normalized) is 0.634. (8) The peptide sequence is NLTNLLSARKLDSSK. The MHC is DRB1_1302 with pseudo-sequence DRB1_1302. The binding affinity (normalized) is 0.0986. (9) The peptide sequence is YDNDNPYRTWHYCGS. The MHC is DRB1_0404 with pseudo-sequence DRB1_0404. The binding affinity (normalized) is 0.